Dataset: Full USPTO retrosynthesis dataset with 1.9M reactions from patents (1976-2016). Task: Predict the reactants needed to synthesize the given product. (1) The reactants are: [NH2:1][C:2]1[C:10]([O:11][CH3:12])=[CH:9][C:8]([I:13])=[CH:7][C:3]=1[C:4](O)=[O:5].[CH:14]([NH2:16])=O. Given the product [I:13][C:8]1[CH:7]=[C:3]2[C:2](=[C:10]([O:11][CH3:12])[CH:9]=1)[N:1]=[CH:14][NH:16][C:4]2=[O:5], predict the reactants needed to synthesize it. (2) Given the product [Cl:1][C:2]1[N:3]=[CH:4][C:5]2[C:10]([CH:11]=1)=[CH:9][C:8]([C:12]([N:17]([CH3:18])[CH3:16])=[O:14])=[CH:7][CH:6]=2, predict the reactants needed to synthesize it. The reactants are: [Cl:1][C:2]1[N:3]=[CH:4][C:5]2[C:10]([CH:11]=1)=[CH:9][C:8]([C:12]([OH:14])=O)=[CH:7][CH:6]=2.Cl.[CH3:16][NH:17][CH3:18]. (3) Given the product [CH2:15]([O:22][C:23]1[CH:30]=[CH:29][C:26]([CH2:27][C:4]([CH2:1][CH2:2][CH3:3])([C:5]([O:7][CH2:8][CH3:9])=[O:6])[C:10]([O:12][CH2:13][CH3:14])=[O:11])=[CH:25][CH:24]=1)[C:16]1[CH:21]=[CH:20][CH:19]=[CH:18][CH:17]=1, predict the reactants needed to synthesize it. The reactants are: [CH2:1]([CH:4]([C:10]([O:12][CH2:13][CH3:14])=[O:11])[C:5]([O:7][CH2:8][CH3:9])=[O:6])[CH2:2][CH3:3].[CH2:15]([O:22][C:23]1[CH:30]=[CH:29][C:26]([CH2:27]Cl)=[CH:25][CH:24]=1)[C:16]1[CH:21]=[CH:20][CH:19]=[CH:18][CH:17]=1.[H-].[Na+]. (4) Given the product [CH2:1]([O:3][C:4](=[O:7])[CH2:5][CH2:6][NH:9][CH2:8][C:15]([O:14][C:10]([CH3:13])([CH3:12])[CH3:11])=[O:17])[CH3:2], predict the reactants needed to synthesize it. The reactants are: [CH2:1]([O:3][C:4](=[O:7])[CH:5]=[CH2:6])[CH3:2].[CH3:8][NH2:9].[C:10]([O:14][C:15]([O:17]C(OC(C)(C)C)=O)=O)([CH3:13])([CH3:12])[CH3:11].